From a dataset of Forward reaction prediction with 1.9M reactions from USPTO patents (1976-2016). Predict the product of the given reaction. (1) The product is: [CH2:1]([N+:3]1[CH:7]=[CH:6][N:5]([CH3:8])[C:4]=1[CH3:9])[CH3:2].[F:10][C:11]1[C:16]([O-:17])=[C:15]([F:18])[C:14]([F:19])=[C:13]([F:20])[C:12]=1[F:21]. Given the reactants [CH2:1]([N:3]1[CH2:7][CH2:6][N:5]([CH3:8])[C:4]1=[CH2:9])[CH3:2].[F:10][C:11]1[C:16]([OH:17])=[C:15]([F:18])[C:14]([F:19])=[C:13]([F:20])[C:12]=1[F:21], predict the reaction product. (2) Given the reactants C(OC([NH:8][C@H:9]1[CH2:13][CH2:12][N:11]([C:14]([O:16][C:17]2[CH:22]=[CH:21][C:20]([CH2:23][C@@H:24]3[C@@H:28]([CH2:29][C:30]4[CH:35]=[CH:34][C:33]([O:36][CH3:37])=[C:32]([O:38][CH3:39])[CH:31]=4)[CH2:27][O:26][C:25]3=[O:40])=[CH:19][C:18]=2[O:41][CH3:42])=[O:15])[CH2:10]1)=O)(C)(C)C.Cl, predict the reaction product. The product is: [NH2:8][C@H:9]1[CH2:13][CH2:12][N:11]([C:14]([O:16][C:17]2[CH:22]=[CH:21][C:20]([CH2:23][C@@H:24]3[C@@H:28]([CH2:29][C:30]4[CH:35]=[CH:34][C:33]([O:36][CH3:37])=[C:32]([O:38][CH3:39])[CH:31]=4)[CH2:27][O:26][C:25]3=[O:40])=[CH:19][C:18]=2[O:41][CH3:42])=[O:15])[CH2:10]1. (3) Given the reactants [N:1]1[CH:6]=[CH:5][CH:4]=[CH:3][C:2]=1[CH2:7][N:8]1[C:16]2[C:11](=[CH:12][C:13]([NH:17][C:18]3[C:27]4[C:22](=[CH:23][CH:24]=[CH:25][C:26]=4[O:28][CH2:29][C:30]([O:32]C)=O)[N:21]=[CH:20][N:19]=3)=[CH:14][CH:15]=2)[CH:10]=[N:9]1.[NH3:34], predict the reaction product. The product is: [N:1]1[CH:6]=[CH:5][CH:4]=[CH:3][C:2]=1[CH2:7][N:8]1[C:16]2[C:11](=[CH:12][C:13]([NH:17][C:18]3[C:27]4[C:22](=[CH:23][CH:24]=[CH:25][C:26]=4[O:28][CH2:29][C:30]([NH2:34])=[O:32])[N:21]=[CH:20][N:19]=3)=[CH:14][CH:15]=2)[CH:10]=[N:9]1. (4) Given the reactants [C:1]([O:5][C:6]([NH:8][C:9]1[CH:17]=[CH:16][C:12]([C:13]([OH:15])=[O:14])=[C:11]([F:18])[CH:10]=1)=[O:7])([CH3:4])([CH3:3])[CH3:2].[Cl:19][C:20]1[CH:21]=[N+:22]([O-:40])[CH:23]=[C:24]([Cl:39])[C:25]=1[CH2:26][C@@H:27]([C:29]1[CH:34]=[CH:33][C:32]([O:35][CH3:36])=[C:31]([O:37][CH3:38])[CH:30]=1)O.C(N=C=NCCCN(C)C)C, predict the reaction product. The product is: [Cl:39][C:24]1[CH:23]=[N+:22]([O-:40])[CH:21]=[C:20]([Cl:19])[C:25]=1[CH2:26][C@H:27]([O:14][C:13](=[O:15])[C:12]1[CH:16]=[CH:17][C:9]([NH:8][C:6]([O:5][C:1]([CH3:4])([CH3:2])[CH3:3])=[O:7])=[CH:10][C:11]=1[F:18])[C:29]1[CH:34]=[CH:33][C:32]([O:35][CH3:36])=[C:31]([O:37][CH3:38])[CH:30]=1. (5) Given the reactants F[C:2]1[N:7]2[CH:8]=[C:9]([CH2:11][N:12]([CH3:23])[C@@H:13]3[C:18]4=[N:19][CH:20]=[CH:21][CH:22]=[C:17]4[O:16][CH2:15][CH2:14]3)[N:10]=[C:6]2[CH:5]=[CH:4][CH:3]=1.[NH2:24][CH:25]1[CH2:29][CH2:28][NH:27][CH2:26]1, predict the reaction product. The product is: [NH4+:7].[OH-:16].[NH2:24][CH:25]1[CH2:29][CH2:28][N:27]([C:2]2[N:7]3[CH:8]=[C:9]([CH2:11][N:12]([CH3:23])[C@@H:13]4[C:18]5=[N:19][CH:20]=[CH:21][CH:22]=[C:17]5[O:16][CH2:15][CH2:14]4)[N:10]=[C:6]3[CH:5]=[CH:4][CH:3]=2)[CH2:26]1. (6) Given the reactants [Br:1][C:2]1[CH:3]=[C:4]2[C:10]([C:11]3[CH:16]=[CH:15][C:14]([OH:17])=[CH:13][CH:12]=3)=[C:9]([C:18]3[CH:23]=[CH:22][CH:21]=[CH:20][CH:19]=3)[NH:8][C:5]2=[N:6][CH:7]=1.Br[CH2:25][CH2:26][O:27][CH2:28][CH2:29][O:30][CH3:31], predict the reaction product. The product is: [Br:1][C:2]1[CH:3]=[C:4]2[C:10]([C:11]3[CH:12]=[CH:13][C:14]([O:17][CH2:25][CH2:26][O:27][CH2:28][CH2:29][O:30][CH3:31])=[CH:15][CH:16]=3)=[C:9]([C:18]3[CH:23]=[CH:22][CH:21]=[CH:20][CH:19]=3)[NH:8][C:5]2=[N:6][CH:7]=1. (7) Given the reactants [NH2:1][C:2]1[C:3]2[N:4]([C:8]([C@@H:26]3[CH2:30][CH2:29][CH2:28][NH:27]3)=[N:9][C:10]=2[C:11]2[CH:25]=[CH:24][C:14]([C:15]([NH:17][C:18]3[CH:23]=[CH:22][CH:21]=[CH:20][N:19]=3)=[O:16])=[CH:13][CH:12]=2)[CH:5]=[CH:6][N:7]=1, predict the reaction product. The product is: [NH2:1][C:2]1[C:3]2[N:4]([C:8]([C@@H:26]3[CH2:30][CH2:29][CH2:28][N:27]3[C:15](=[O:16])[C:14]#[C:13][CH3:12])=[N:9][C:10]=2[C:11]2[CH:25]=[CH:24][C:14]([C:15]([NH:17][C:18]3[CH:23]=[CH:22][CH:21]=[CH:20][N:19]=3)=[O:16])=[CH:13][CH:12]=2)[CH:5]=[CH:6][N:7]=1. (8) Given the reactants C(OC(=O)[NH:7][CH2:8][CH2:9][O:10][C:11]1[CH:16]=[CH:15][C:14]([CH2:17][CH2:18][CH2:19][CH2:20][NH:21][C:22]([NH2:35])=[N:23][C:24]([C:26]2[C:31]([NH2:32])=[N:30][C:29]([NH2:33])=[C:28]([Cl:34])[N:27]=2)=[O:25])=[CH:13][CH:12]=1)(C)(C)C.Cl.C(Cl)Cl.CO, predict the reaction product. The product is: [NH2:7][CH2:8][CH2:9][O:10][C:11]1[CH:12]=[CH:13][C:14]([CH2:17][CH2:18][CH2:19][CH2:20][NH:21][C:22]([NH:23][C:24]([C:26]2[C:31]([NH2:32])=[N:30][C:29]([NH2:33])=[C:28]([Cl:34])[N:27]=2)=[O:25])=[NH:35])=[CH:15][CH:16]=1. (9) Given the reactants [C:1]1([OH:9])[CH:6]=[C:5]([OH:7])[CH:4]=[C:3]([OH:8])[CH:2]=1.C(=O)([O-])[O-].[K+].[K+].Br[CH2:17][CH:18]1[CH2:20][CH2:19]1, predict the reaction product. The product is: [CH:18]1([CH2:17][O:7][C:5]2[CH:6]=[C:1]([OH:9])[CH:2]=[C:3]([OH:8])[CH:4]=2)[CH2:20][CH2:19]1. (10) Given the reactants [Zn](CC)[CH2:2]C.C(I)I.[C:9]([O:12][C@H:13]1[C@H:18]([O:19][C:20](=[O:22])[CH3:21])[C@@H:17]([O:23][C:24](=[O:26])[CH3:25])[C@H:16]([C:27]2[CH:32]=[CH:31][C:30]([Cl:33])=[C:29]([CH2:34][C:35]3[CH:40]=[CH:39][C:38]([C:41]([CH2:43][O:44][CH3:45])=[CH2:42])=[CH:37][CH:36]=3)[CH:28]=2)[O:15][C@@H:14]1[CH2:46][O:47][C:48](=[O:50])[CH3:49])(=[O:11])[CH3:10], predict the reaction product. The product is: [C:9]([O:12][C@H:13]1[C@H:18]([O:19][C:20](=[O:22])[CH3:21])[C@@H:17]([O:23][C:24](=[O:26])[CH3:25])[C@H:16]([C:27]2[CH:32]=[CH:31][C:30]([Cl:33])=[C:29]([CH2:34][C:35]3[CH:36]=[CH:37][C:38]([C:41]4([CH2:43][O:44][CH3:45])[CH2:2][CH2:42]4)=[CH:39][CH:40]=3)[CH:28]=2)[O:15][C@@H:14]1[CH2:46][O:47][C:48](=[O:50])[CH3:49])(=[O:11])[CH3:10].